The task is: Regression/Classification. Given a drug SMILES string, predict its absorption, distribution, metabolism, or excretion properties. Task type varies by dataset: regression for continuous measurements (e.g., permeability, clearance, half-life) or binary classification for categorical outcomes (e.g., BBB penetration, CYP inhibition). Dataset: hlm.. This data is from Human liver microsome stability data. (1) The compound is CCCC(=O)N=C(NC1=NC(=O)C(=O)N1c1ccc(Cl)c(Cl)c1)NC(C)C. The result is 1 (stable in human liver microsomes). (2) The compound is CN1CCN(C(=O)Cn2c(-c3ccoc3)c(C3CCCCC3)c3ccc(C(=O)O)cc32)CC1. The result is 0 (unstable in human liver microsomes). (3) The drug is Cn1c(=O)cc(N2CCC[C@@H](N)C2)n(Cc2ccc(F)cc2Cl)c1=O. The result is 0 (unstable in human liver microsomes). (4) The compound is COC(=O)C[C@H]1CCCC[C@H](NC(=O)C=Cc2cc(Cl)ccc2-n2cnnn2)c2nc(c[nH]2)-c2ccc(NC(=O)OC)cc2N1. The result is 1 (stable in human liver microsomes). (5) The molecule is CCc1nc(N)nc(N)c1-c1ccc2c(c1)N(CCNC(C)=O)C(=O)C1(CC1)O2. The result is 0 (unstable in human liver microsomes). (6) The result is 0 (unstable in human liver microsomes). The drug is CCc1nc2ccc(Cl)cn2c1C(=O)NCc1ccc2oc(-c3ccc(OC(F)(F)F)cc3)nc2c1. (7) The molecule is CCN(CC)CCOc1ccc2cc1COCC=CCOCc1cccc(c1)-c1ccnc(n1)N2. The result is 0 (unstable in human liver microsomes). (8) The compound is CC(=O)NC1CCN(Cc2ccc(CCNC(=O)c3ccc(-c4ccc(F)cc4)cc3)cc2)CC1. The result is 0 (unstable in human liver microsomes).